From a dataset of Full USPTO retrosynthesis dataset with 1.9M reactions from patents (1976-2016). Predict the reactants needed to synthesize the given product. (1) Given the product [F:1][C:2]1[CH:3]=[CH:4][CH:5]=[C:6]2[C:10]=1[NH:9][C:8]([B:11]1[O:15][C:14]([CH3:17])([CH3:16])[C:13]([CH3:19])([CH3:18])[O:12]1)=[CH:7]2, predict the reactants needed to synthesize it. The reactants are: [F:1][C:2]1[CH:3]=[CH:4][CH:5]=[C:6]2[C:10]=1[NH:9][CH:8]=[CH:7]2.[B:11]1([B:11]2[O:15][C:14]([CH3:17])([CH3:16])[C:13]([CH3:19])([CH3:18])[O:12]2)[O:15][C:14]([CH3:17])([CH3:16])[C:13]([CH3:19])([CH3:18])[O:12]1. (2) The reactants are: [CH2:1](/[C:3](=[CH:7]\[C:8](=[O:10])[CH3:9])/[C:4]([NH2:6])=[O:5])[CH3:2].O.[BH4-].[Na+].Cl. Given the product [CH2:1](/[C:3](=[CH:7]\[CH:8]([OH:10])[CH3:9])/[C:4]([NH2:6])=[O:5])[CH3:2], predict the reactants needed to synthesize it. (3) Given the product [F:21][C:18]1[CH:19]=[CH:20][C:15]([NH:14][C:10]2[N:9]=[C:8]([C:4]3[S:3][C:2]([NH:1][S:23]([CH3:22])(=[O:25])=[O:24])=[N:6][C:5]=3[CH3:7])[CH:13]=[CH:12][N:11]=2)=[CH:16][CH:17]=1, predict the reactants needed to synthesize it. The reactants are: [NH2:1][C:2]1[S:3][C:4]([C:8]2[CH:13]=[CH:12][N:11]=[C:10]([NH:14][C:15]3[CH:20]=[CH:19][C:18]([F:21])=[CH:17][CH:16]=3)[N:9]=2)=[C:5]([CH3:7])[N:6]=1.[CH3:22][S:23](Cl)(=[O:25])=[O:24].CCN(CC)CC. (4) Given the product [CH3:11][C:10]([CH3:13])([CH3:12])[CH2:9][O:14][S:5](=[O:7])(=[O:4])[NH2:6], predict the reactants needed to synthesize it. The reactants are: C1([O:4][S:5](=O)(=[O:7])[NH2:6])CC1.[CH2:9]([OH:14])[C:10]([CH3:13])([CH3:12])[CH3:11]. (5) The reactants are: [OH:1][CH:2]1[CH2:7][CH2:6][NH:5][CH2:4][CH2:3]1.C(O[C:11]1(O[Si](C)(C)C)[CH2:13][CH2:12]1)C.C([BH3-])#N.[Na+]. Given the product [CH:11]1([N:5]2[CH2:6][CH2:7][CH:2]([OH:1])[CH2:3][CH2:4]2)[CH2:13][CH2:12]1, predict the reactants needed to synthesize it. (6) Given the product [Cl:1][C:2]1[CH:7]=[CH:6][C:5]([NH:8][S:19]([C:11]2[S:10][C:14]3[CH:15]=[CH:16][CH:17]=[CH:18][C:13]=3[CH:12]=2)(=[O:21])=[O:20])=[C:4]([NH:9][S:19]([C:11]2[S:10][C:14]3[CH:15]=[CH:16][CH:17]=[CH:18][C:13]=3[CH:12]=2)(=[O:20])=[O:21])[CH:3]=1, predict the reactants needed to synthesize it. The reactants are: [Cl:1][C:2]1[CH:3]=[C:4]([NH2:9])[C:5]([NH2:8])=[CH:6][CH:7]=1.[S:10]1[C:14]2[CH:15]=[CH:16][CH:17]=[CH:18][C:13]=2[CH:12]=[C:11]1[S:19](Cl)(=[O:21])=[O:20]. (7) Given the product [CH3:28][O:27][C:25](=[O:26])[NH:2][C@H:3]1[CH2:7][CH2:6][N:5]([C:8]2[CH:9]=[CH:10][C:11]([O:14][CH2:15][C:16]3[CH:21]=[CH:20][CH:19]=[C:18]([F:22])[CH:17]=3)=[CH:12][CH:13]=2)[C:4]1=[O:23], predict the reactants needed to synthesize it. The reactants are: Cl.[NH2:2][C@H:3]1[CH2:7][CH2:6][N:5]([C:8]2[CH:13]=[CH:12][C:11]([O:14][CH2:15][C:16]3[CH:21]=[CH:20][CH:19]=[C:18]([F:22])[CH:17]=3)=[CH:10][CH:9]=2)[C:4]1=[O:23].Cl[C:25]([O:27][CH3:28])=[O:26]. (8) Given the product [OH2:22].[ClH:27].[N:3]1[C:12]2[C:7](=[C:8]([N:13]3[C:17]([CH:18]4[CH2:20][CH2:19]4)=[C:16]([C:21]([NH:23][C:24]([NH2:26])=[NH:25])=[O:22])[CH:15]=[N:14]3)[CH:9]=[CH:10][CH:11]=2)[CH:6]=[CH:5][CH:4]=1, predict the reactants needed to synthesize it. The reactants are: O.O.[N:3]1[C:12]2[C:7](=[C:8]([N:13]3[C:17]([CH:18]4[CH2:20][CH2:19]4)=[C:16]([C:21]([NH:23][C:24]([NH2:26])=[NH:25])=[O:22])[CH:15]=[N:14]3)[CH:9]=[CH:10][CH:11]=2)[CH:6]=[CH:5][CH:4]=1.[ClH:27]. (9) Given the product [C:1]([CH2:3][C:4]([N:13]1[CH2:14][CH2:15][CH:16]([NH:19][C:20]2[C:21]3[CH:38]=[CH:37][N:36]([S:39]([C:42]4[CH:43]=[CH:44][C:45]([CH3:46])=[CH:47][CH:48]=4)(=[O:41])=[O:40])[C:22]=3[N:23]=[C:24]([NH:26][C:27]3[CH:35]=[CH:34][C:30]([C:31]([NH2:33])=[O:32])=[CH:29][CH:28]=3)[N:25]=2)[CH2:17][CH2:18]1)=[O:6])#[N:2], predict the reactants needed to synthesize it. The reactants are: [C:1]([CH2:3][C:4]([OH:6])=O)#[N:2].C(Cl)(=O)C(Cl)=O.[NH:13]1[CH2:18][CH2:17][CH:16]([NH:19][C:20]2[C:21]3[CH:38]=[CH:37][N:36]([S:39]([C:42]4[CH:48]=[CH:47][C:45]([CH3:46])=[CH:44][CH:43]=4)(=[O:41])=[O:40])[C:22]=3[N:23]=[C:24]([NH:26][C:27]3[CH:35]=[CH:34][C:30]([C:31]([NH2:33])=[O:32])=[CH:29][CH:28]=3)[N:25]=2)[CH2:15][CH2:14]1.O. (10) Given the product [Br:1][C:2]1[CH:3]=[C:4]2[C:8](=[CH:9][CH:10]=1)[NH:7][C:6]([CH:11]=[O:12])=[C:5]2[S:13]([N:16]1[CH2:17][CH2:18][CH2:19][CH2:20]1)(=[O:14])=[O:15], predict the reactants needed to synthesize it. The reactants are: [Br:1][C:2]1[CH:3]=[C:4]2[C:8](=[CH:9][CH:10]=1)[NH:7][C:6]([CH2:11][OH:12])=[C:5]2[S:13]([N:16]1[CH2:20][CH2:19][CH2:18][CH2:17]1)(=[O:15])=[O:14].